This data is from Catalyst prediction with 721,799 reactions and 888 catalyst types from USPTO. The task is: Predict which catalyst facilitates the given reaction. (1) Reactant: [NH2:1][C@@H:2]([CH2:5][CH2:6][CH3:7])[CH2:3][OH:4].[NH2:8][C:9]1[N:14]=[C:13](Cl)[C:12]([CH2:16][C:17]2[CH:22]=[CH:21][C:20]([CH2:23][C:24]#[N:25])=[CH:19][C:18]=2[O:26][CH3:27])=[C:11]([CH3:28])[N:10]=1. Product: [NH2:8][C:9]1[N:14]=[C:13]([NH:1][C@@H:2]([CH2:5][CH2:6][CH3:7])[CH2:3][OH:4])[C:12]([CH2:16][C:17]2[CH:22]=[CH:21][C:20]([CH2:23][C:24]#[N:25])=[CH:19][C:18]=2[O:26][CH3:27])=[C:11]([CH3:28])[N:10]=1. The catalyst class is: 296. (2) Reactant: C1(C)C=CC(S(O)(=O)=O)=CC=1.[CH:12]1([O:17][C:18]2[C:19]([O:47][CH3:48])=[CH:20][CH:21]=[C:22]3[C:27]=2[N:26]([CH2:28][CH2:29][O:30]C2CCCCO2)[C:25](=[O:37])[CH:24]=[C:23]3[NH:38][C:39]2[C:44]([Cl:45])=[CH:43][N:42]=[CH:41][C:40]=2[Cl:46])[CH2:16][CH2:15][CH2:14][CH2:13]1. Product: [CH:12]1([O:17][C:18]2[C:19]([O:47][CH3:48])=[CH:20][CH:21]=[C:22]3[C:27]=2[N:26]([CH2:28][CH2:29][OH:30])[C:25](=[O:37])[CH:24]=[C:23]3[NH:38][C:39]2[C:40]([Cl:46])=[CH:41][N:42]=[CH:43][C:44]=2[Cl:45])[CH2:16][CH2:15][CH2:14][CH2:13]1. The catalyst class is: 5. (3) Reactant: [C:1]([OH:9])(=O)[C:2]1[CH:7]=[CH:6][CH:5]=[N:4][CH:3]=1.C([N:12]1[CH:16]=[CH:15][N:14]=[CH:13]1)([N:12]1[CH:16]=[CH:15][N:14]=[CH:13]1)=O. Product: [N:12]1([C:1]([C:2]2[CH:3]=[N:4][CH:5]=[CH:6][CH:7]=2)=[O:9])[CH:16]=[CH:15][N:14]=[CH:13]1. The catalyst class is: 4. (4) Reactant: [CH3:1][N:2]1[CH2:9][C@@H:8]2[C@@H:4]([N:5]([C:10]3[C:15]([N+:16]([O-])=O)=[CH:14][C:13]([NH:19][C:20]4[N:25]=[C:24]([C:26]5[CH:27]=[N:28][N:29]6[CH:34]=[CH:33][CH:32]=[CH:31][C:30]=56)[CH:23]=[CH:22][N:21]=4)=[C:12]([O:35][CH3:36])[CH:11]=3)[CH2:6][CH2:7]2)[CH2:3]1.[NH4+].[Cl-].C(O)C. Product: [CH3:1][N:2]1[CH2:9][C@@H:8]2[C@@H:4]([N:5]([C:10]3[CH:11]=[C:12]([O:35][CH3:36])[C:13]([NH:19][C:20]4[N:25]=[C:24]([C:26]5[CH:27]=[N:28][N:29]6[CH:34]=[CH:33][CH:32]=[CH:31][C:30]=56)[CH:23]=[CH:22][N:21]=4)=[CH:14][C:15]=3[NH2:16])[CH2:6][CH2:7]2)[CH2:3]1. The catalyst class is: 150. (5) Reactant: [N:1]1([CH:7]2[CH2:12][CH2:11][CH:10]([OH:13])[CH2:9][CH2:8]2)[CH2:6][CH2:5][O:4][CH2:3][CH2:2]1.[H-].[Na+].Cl[C:17]1[C:18]2[CH:25]=[C:24]([CH2:26][CH2:27][NH:28][C:29](=[O:35])[O:30][C:31]([CH3:34])([CH3:33])[CH3:32])[S:23][C:19]=2[N:20]=[CH:21][N:22]=1. Product: [N:1]1([CH:7]2[CH2:8][CH2:9][CH:10]([O:13][C:17]3[C:18]4[CH:25]=[C:24]([CH2:26][CH2:27][NH:28][C:29](=[O:35])[O:30][C:31]([CH3:33])([CH3:32])[CH3:34])[S:23][C:19]=4[N:20]=[CH:21][N:22]=3)[CH2:11][CH2:12]2)[CH2:2][CH2:3][O:4][CH2:5][CH2:6]1. The catalyst class is: 1.